Binary Classification. Given a drug SMILES string, predict its activity (active/inactive) in a high-throughput screening assay against a specified biological target. From a dataset of HIV replication inhibition screening data with 41,000+ compounds from the AIDS Antiviral Screen. (1) The compound is CNC1=Nc2ccc(Cl)cc2C(OP(=O)(N2CCOCC2)N2CCOCC2)=NC1. The result is 0 (inactive). (2) The molecule is COC(=O)C(C(=NNC(N)=O)C(=O)Nc1c(C)cccc1C(C)(C)C)c1nc2ccc(Cl)cc2nc1O. The result is 0 (inactive). (3) The compound is CCCCCCCCCC(O)CC(=O)c1c(O)cccc1O. The result is 0 (inactive). (4) The molecule is Nc1ccc2oc3cccnc3c2c1. The result is 0 (inactive).